Dataset: Reaction yield outcomes from USPTO patents with 853,638 reactions. Task: Predict the reaction yield, written as a fraction of the theoretical maximum amount of product (1.0 means a 100% yield; for example, 0.34 means a 34% yield). (1) The reactants are [Cl:1][CH2:2][CH2:3][CH2:4][CH2:5][C:6]#[CH:7].C([Li])CCC.Cl[Si:14]([CH3:17])([CH3:16])[CH3:15]. The catalyst is CCOCC. The product is [Cl:1][CH2:2][CH2:3][CH2:4][CH2:5][C:6]#[C:7][Si:14]([CH3:17])([CH3:16])[CH3:15]. The yield is 0.930. (2) The reactants are [Br:1][CH2:2][C:3]([C:5]1[CH:6]=[CH:7][C:8]2[C:17]3[CH:16]=[C:15]4[CH2:18][CH2:19][CH2:20][C:21](=[O:22])[C:14]4=[CH:13][C:12]=3[O:11][CH2:10][C:9]=2[CH:23]=1)=[O:4].[Br-:24].[Br-].[Br-].[NH+]1C=CC=CC=1.[NH+]1C=CC=CC=1.[NH+]1C=CC=CC=1.ClCCl. The catalyst is CO. The product is [Br:24][CH:20]1[CH2:19][CH2:18][C:15]2=[CH:16][C:17]3[C:8]4[CH:7]=[CH:6][C:5]([C:3](=[O:4])[CH2:2][Br:1])=[CH:23][C:9]=4[CH2:10][O:11][C:12]=3[CH:13]=[C:14]2[C:21]1=[O:22]. The yield is 0.840. (3) The reactants are Cl[C:2]1[C:11]2[C:6](=[CH:7][C:8]([O:12][CH2:13][CH2:14][CH:15]3[CH2:20][CH2:19][CH2:18][CH2:17][NH:16]3)=[CH:9][CH:10]=2)[N:5]=[CH:4][N:3]=1.[NH:21]1[CH2:26][CH2:25][NH:24][CH2:23][CH2:22]1. The catalyst is C(O)(C)C. The product is [N:21]1([C:2]2[C:11]3[C:6](=[CH:7][C:8]([O:12][CH2:13][CH2:14][CH:15]4[CH2:20][CH2:19][CH2:18][CH2:17][NH:16]4)=[CH:9][CH:10]=3)[N:5]=[CH:4][N:3]=2)[CH2:26][CH2:25][NH:24][CH2:23][CH2:22]1. The yield is 0.870.